Dataset: Forward reaction prediction with 1.9M reactions from USPTO patents (1976-2016). Task: Predict the product of the given reaction. (1) Given the reactants [CH3:1][S:2][CH3:3].[CH3:4][O:5][S:6]([C:9]([F:12])([F:11])[F:10])(=[O:8])=[O:7], predict the reaction product. The product is: [O-:8][S:6]([C:9]([F:12])([F:11])[F:10])(=[O:7])=[O:5].[CH3:1][S+:2]([CH3:4])[CH3:3]. (2) Given the reactants [OH-].[Na+].C[C@:4]1([C:16]([O-:18])=[O:17])[CH2:8][CH2:7][CH2:6][N:5]1[C:9]([O:11][C:12]([CH3:15])([CH3:14])[CH3:13])=[O:10], predict the reaction product. The product is: [C:12]([O:11][C:9]([N:5]1[CH2:6][CH2:7][CH2:8][C@@H:4]1[C:16]([OH:18])=[O:17])=[O:10])([CH3:15])([CH3:13])[CH3:14].